Regression. Given two drug SMILES strings and cell line genomic features, predict the synergy score measuring deviation from expected non-interaction effect. From a dataset of Merck oncology drug combination screen with 23,052 pairs across 39 cell lines. (1) Drug 1: CN1C(=O)C=CC2(C)C3CCC4(C)C(NC(=O)OCC(F)(F)F)CCC4C3CCC12. Drug 2: CC1(c2nc3c(C(N)=O)cccc3[nH]2)CCCN1. Cell line: PA1. Synergy scores: synergy=20.7. (2) Drug 1: CN1C(=O)C=CC2(C)C3CCC4(C)C(NC(=O)OCC(F)(F)F)CCC4C3CCC12. Drug 2: CCc1c2c(nc3ccc(O)cc13)-c1cc3c(c(=O)n1C2)COC(=O)C3(O)CC. Cell line: OVCAR3. Synergy scores: synergy=12.6. (3) Drug 1: CN(C)C(=N)N=C(N)N. Drug 2: CCN(CC)CCNC(=O)c1c(C)[nH]c(C=C2C(=O)Nc3ccc(F)cc32)c1C. Cell line: RKO. Synergy scores: synergy=8.65.